This data is from Forward reaction prediction with 1.9M reactions from USPTO patents (1976-2016). The task is: Predict the product of the given reaction. (1) Given the reactants [F:1][C:2]1[CH:3]=[C:4]([C:17]2[CH:22]=[CH:21][C:20]([S:23]([CH3:26])(=[O:25])=[O:24])=[CH:19][CH:18]=2)[CH:5]=[C:6]([F:16])[C:7]=1[O:8][CH:9]1[CH2:14][CH2:13][CH:12]([NH2:15])[CH2:11][CH2:10]1.C([O-])([O-])=O.[K+].[K+].[C:33](Cl)(=[O:38])[CH2:34][CH:35]([CH3:37])[CH3:36], predict the reaction product. The product is: [F:16][C:6]1[CH:5]=[C:4]([C:17]2[CH:22]=[CH:21][C:20]([S:23]([CH3:26])(=[O:25])=[O:24])=[CH:19][CH:18]=2)[CH:3]=[C:2]([F:1])[C:7]=1[O:8][CH:9]1[CH2:10][CH2:11][CH:12]([NH:15][C:33](=[O:38])[CH2:34][CH:35]([CH3:37])[CH3:36])[CH2:13][CH2:14]1. (2) Given the reactants [CH:1]1([CH2:6][CH2:7][N:8]([CH2:26][C:27]([O:29]CC)=O)[C:9]([N:11]2[CH2:15][CH2:14][CH2:13][CH:12]2[C:16]([NH:18][C:19]2[CH:24]=[CH:23][CH:22]=[C:21]([OH:25])[CH:20]=2)=[O:17])=[O:10])[CH2:5][CH2:4][CH2:3][CH2:2]1.[NH2:32][OH:33], predict the reaction product. The product is: [OH:33][NH:32][C:27](=[O:29])[CH2:26][N:8]([CH2:7][CH2:6][CH:1]1[CH2:2][CH2:3][CH2:4][CH2:5]1)[C:9]([N:11]1[CH2:15][CH2:14][CH2:13][CH:12]1[C:16]([NH:18][C:19]1[CH:24]=[CH:23][CH:22]=[C:21]([OH:25])[CH:20]=1)=[O:17])=[O:10]. (3) Given the reactants [CH2:1]([Mg]Cl)[CH2:2][CH2:3][CH2:4][CH2:5][CH3:6].Cl[C:10]1[CH:15]=[CH:14][C:13]([O:16][C:17]2[CH:22]=[CH:21][CH:20]=[CH:19][CH:18]=2)=[C:12]([O:23][CH3:24])[CH:11]=1.Cl, predict the reaction product. The product is: [CH2:1]([C:10]1[CH:15]=[CH:14][C:13]([O:16][C:17]2[CH:18]=[CH:19][CH:20]=[CH:21][CH:22]=2)=[C:12]([O:23][CH3:24])[CH:11]=1)[CH2:2][CH2:3][CH2:4][CH2:5][CH3:6]. (4) Given the reactants Cl.[O:2]1[C:6]2=[CH:7][N:8]=[CH:9][CH:10]=[C:5]2[C:4](=O)[CH2:3]1.[Cl:12][C:13]1[CH:19]=[CH:18][C:16]([NH2:17])=[CH:15][CH:14]=1, predict the reaction product. The product is: [Cl:12][C:13]1[CH:19]=[CH:18][C:16]([NH:17][C:4]2[C:5]3[C:6](=[CH:7][N:8]=[CH:9][CH:10]=3)[O:2][CH:3]=2)=[CH:15][CH:14]=1. (5) Given the reactants [Cl:1][C:2]1[CH:7]=[CH:6][C:5]([C:8]2[CH:9]=[C:10]3[CH:25]([NH:26][C:27](=S)[CH2:28][C:29](=O)[CH3:30])[CH2:24][C:23]([CH3:34])([CH3:33])[O:22][C:11]3=[N:12][C:13]=2[C:14]2[CH:19]=[CH:18][C:17]([Cl:20])=[CH:16][C:15]=2[Cl:21])=[CH:4][CH:3]=1.[NH2:35][NH2:36].CC(O)=O, predict the reaction product. The product is: [Cl:1][C:2]1[CH:3]=[CH:4][C:5]([C:8]2[CH:9]=[C:10]3[CH:25]([NH:26][C:27]4[CH:28]=[C:29]([CH3:30])[NH:36][N:35]=4)[CH2:24][C:23]([CH3:34])([CH3:33])[O:22][C:11]3=[N:12][C:13]=2[C:14]2[CH:19]=[CH:18][C:17]([Cl:20])=[CH:16][C:15]=2[Cl:21])=[CH:6][CH:7]=1. (6) Given the reactants C(OC([N:8]1[CH2:13][CH2:12][O:11][C@H:10]([C:14]2[CH:19]=[CH:18][C:17]([NH:20][C:21]([C:23]3[CH:28]=[N:27][C:26]([C:29]([F:32])([F:31])[F:30])=[CH:25][N:24]=3)=[O:22])=[CH:16][C:15]=2[F:33])[CH2:9]1)=O)(C)(C)C.[ClH:34], predict the reaction product. The product is: [ClH:34].[F:33][C:15]1[CH:16]=[C:17]([NH:20][C:21]([C:23]2[CH:28]=[N:27][C:26]([C:29]([F:32])([F:30])[F:31])=[CH:25][N:24]=2)=[O:22])[CH:18]=[CH:19][C:14]=1[C@H:10]1[O:11][CH2:12][CH2:13][NH:8][CH2:9]1. (7) Given the reactants [CH3:1][O:2][C:3]1[CH:4]=[C:5]([C:16]2[CH:17]=[C:18]([CH:21]=[CH:22][CH:23]=2)[CH:19]=O)[C:6]2[C:11](=[O:12])[O:10][C:9]([CH3:14])([CH3:13])[O:8][C:7]=2[CH:15]=1.[CH3:24][O:25][C:26](=[O:47])[CH:27]=P(C1C=CC=CC=1)(C1C=CC=CC=1)C1C=CC=CC=1, predict the reaction product. The product is: [CH3:1][O:2][C:3]1[CH:4]=[C:5]([C:16]2[CH:17]=[C:18](/[CH:19]=[CH:27]/[C:26]([O:25][CH3:24])=[O:47])[CH:21]=[CH:22][CH:23]=2)[C:6]2[C:11](=[O:12])[O:10][C:9]([CH3:14])([CH3:13])[O:8][C:7]=2[CH:15]=1.